Task: Predict the product of the given reaction.. Dataset: Forward reaction prediction with 1.9M reactions from USPTO patents (1976-2016) (1) Given the reactants [N:1]1[C:10]2[C:5](=[N:6][CH:7]=[CH:8][CH:9]=2)[CH:4]=[CH:3][C:2]=1[CH2:11][CH2:12][N:13]1[C:22](=[O:23])[N:16]2[CH:17]=[CH:18][CH:19]=[C:20](Br)[C:15]2=[N:14]1.[N:24]1[CH:29]=[CH:28][C:27](B(O)O)=[CH:26][CH:25]=1.C([O-])([O-])=O.[Cs+].[Cs+], predict the reaction product. The product is: [N:1]1[C:10]2[C:5](=[N:6][CH:7]=[CH:8][CH:9]=2)[CH:4]=[CH:3][C:2]=1[CH2:11][CH2:12][N:13]1[C:22](=[O:23])[N:16]2[CH:17]=[CH:18][CH:19]=[C:20]([C:27]3[CH:28]=[CH:29][N:24]=[CH:25][CH:26]=3)[C:15]2=[N:14]1. (2) Given the reactants F[C:2]1[CH:7]=[CH:6][C:5]([N+:8]([O-:10])=[O:9])=[C:4]([F:11])[C:3]=1[CH3:12].[CH2:13]([OH:20])[C:14]1[CH:19]=[CH:18][CH:17]=[CH:16][CH:15]=1.C([O-])([O-])=O.[K+].[K+].O, predict the reaction product. The product is: [CH2:13]([O:20][C:2]1[CH:7]=[CH:6][C:5]([N+:8]([O-:10])=[O:9])=[C:4]([F:11])[C:3]=1[CH3:12])[C:14]1[CH:19]=[CH:18][CH:17]=[CH:16][CH:15]=1. (3) Given the reactants C(OC(=O)[NH:7][C:8]1[CH:13]=[C:12]([N:14]2[CH2:17][CH2:16][CH2:15]2)[C:11]([Cl:18])=[CH:10][C:9]=1[NH:19][C:20](=[O:32])[CH2:21][C:22]([C:24]1[CH:29]=[CH:28][N:27]=[C:26]([C:30]#[N:31])[CH:25]=1)=O)(C)(C)C.C(O)(C(F)(F)F)=O, predict the reaction product. The product is: [N:14]1([C:12]2[C:11]([Cl:18])=[CH:10][C:9]3[NH:19][C:20](=[O:32])[CH2:21][C:22]([C:24]4[CH:29]=[CH:28][N:27]=[C:26]([C:30]#[N:31])[CH:25]=4)=[N:7][C:8]=3[CH:13]=2)[CH2:17][CH2:16][CH2:15]1. (4) The product is: [OH2:19].[S:39]([C:36]1[CH:37]=[CH:38][C:33]([CH3:32])=[CH:34][CH:35]=1)([OH:42])(=[O:41])=[O:40].[CH3:4][N:5]([CH2:21][C:22]1[O:23][C:24]2[CH:31]=[CH:30][CH:29]=[CH:28][C:25]=2[C:26]=1[CH3:27])[C:6](=[O:20])/[CH:7]=[CH:8]/[C:9]1[CH:10]=[N:11][C:12]2[NH:13][C:14](=[O:19])[CH2:15][CH2:16][C:17]=2[CH:18]=1. Given the reactants C(Cl)Cl.[CH3:4][N:5]([CH2:21][C:22]1[O:23][C:24]2[CH:31]=[CH:30][CH:29]=[CH:28][C:25]=2[C:26]=1[CH3:27])[C:6](=[O:20])/[CH:7]=[CH:8]/[C:9]1[CH:10]=[N:11][C:12]2[NH:13][C:14](=[O:19])[CH2:15][CH2:16][C:17]=2[CH:18]=1.[CH3:32][C:33]1[CH:34]=[CH:35][C:36]([S:39]([OH:42])(=[O:41])=[O:40])=[CH:37][CH:38]=1.O.O, predict the reaction product.